This data is from Full USPTO retrosynthesis dataset with 1.9M reactions from patents (1976-2016). The task is: Predict the reactants needed to synthesize the given product. (1) Given the product [CH3:1][O:2][C:3]1[CH:17]=[CH:16][C:6]([O:7][C:8]2[CH:9]=[C:10]([CH2:11][NH:12][C:21](=[O:22])[C:20]3[CH:24]=[CH:25][C:26]([CH3:28])=[N:27][C:19]=3[NH2:18])[CH:13]=[CH:14][CH:15]=2)=[CH:5][CH:4]=1, predict the reactants needed to synthesize it. The reactants are: [CH3:1][O:2][C:3]1[CH:17]=[CH:16][C:6]([O:7][C:8]2[CH:9]=[C:10]([CH:13]=[CH:14][CH:15]=2)[CH2:11][NH2:12])=[CH:5][CH:4]=1.[NH2:18][C:19]1[N:27]=[C:26]([CH3:28])[CH:25]=[CH:24][C:20]=1[C:21](O)=[O:22].ON1C2C=CC=CC=2N=N1.CCN=C=NCCCN(C)C. (2) Given the product [C:6]([C:7]1[CH:8]=[CH:9][C:10]([S:13]([NH2:16])(=[O:14])=[O:15])=[CH:11][CH:12]=1)#[CH:5], predict the reactants needed to synthesize it. The reactants are: C[Si]([C:5]#[C:6][C:7]1[CH:12]=[CH:11][C:10]([S:13]([NH2:16])(=[O:15])=[O:14])=[CH:9][CH:8]=1)(C)C.CCCC[N+](CCCC)(CCCC)CCCC.[F-].CCOC(C)=O.Cl. (3) Given the product [F:28][C:29]1[CH:34]=[CH:33][C:32]([O:35][CH3:36])=[CH:31][C:30]=1[C:13]1[CH:12]=[CH:11][C:6]([C:7]([O:9][CH3:10])=[O:8])=[CH:5][C:4]=1[CH2:3][CH:2]([CH3:1])[CH3:22], predict the reactants needed to synthesize it. The reactants are: [CH3:1][CH:2]([CH3:22])[CH2:3][C:4]1[CH:5]=[C:6]([CH:11]=[CH:12][C:13]=1OS(C(F)(F)F)(=O)=O)[C:7]([O:9][CH3:10])=[O:8].CN(C=O)C.[F:28][C:29]1[CH:34]=[CH:33][C:32]([O:35][CH3:36])=[CH:31][C:30]=1B(O)O.C(=O)([O-])[O-].[K+].[K+]. (4) Given the product [F:1][C:2]1[CH:3]=[CH:4][C:5]([C@:8]([CH3:26])([CH2:21][CH2:22][CH:23]([CH3:25])[CH3:24])[C:9]([OH:10])=[O:36])=[CH:6][CH:7]=1, predict the reactants needed to synthesize it. The reactants are: [F:1][C:2]1[CH:7]=[CH:6][C:5]([C@:8]([CH3:26])([CH2:21][CH2:22][CH:23]([CH3:25])[CH3:24])[C:9](N[C@H](C2C=CC=CC=2)CO)=[O:10])=[CH:4][CH:3]=1.FC1C=CC([C@@](C)(CCC(C)C)C(N[C@H](C2C=CC=CC=2)CO)=[O:36])=CC=1. (5) Given the product [CH2:16]([O:15][CH:9]1[CH:8]([O:23][CH2:24][C:25]2[CH:30]=[CH:29][CH:28]=[CH:27][CH:26]=2)[CH:7]([O:31][CH2:32][C:33]2[CH:34]=[CH:35][CH:36]=[CH:37][CH:38]=2)[CH:6]([O:39][CH2:40][C:41]2[CH:46]=[CH:45][CH:44]=[CH:43][CH:42]=2)[CH:5]([OH:4])[C:10]1([OH:14])[CH2:11][CH2:12][CH3:13])[C:17]1[CH:22]=[CH:21][CH:20]=[CH:19][CH:18]=1, predict the reactants needed to synthesize it. The reactants are: C([O:4][CH:5]1[C:10]([OH:14])([CH2:11][CH2:12][CH3:13])[CH:9]([O:15][CH2:16][C:17]2[CH:22]=[CH:21][CH:20]=[CH:19][CH:18]=2)[CH:8]([O:23][CH2:24][C:25]2[CH:30]=[CH:29][CH:28]=[CH:27][CH:26]=2)[CH:7]([O:31][CH2:32][C:33]2[CH:38]=[CH:37][CH:36]=[CH:35][CH:34]=2)[CH:6]1[O:39][CH2:40][C:41]1[CH:46]=[CH:45][CH:44]=[CH:43][CH:42]=1)C=C.C(N(C(C)C)CC)(C)C.FC(F)(F)C(O)=O. (6) Given the product [Br:10][C:8]1[O:7][C:6]([CH2:11][NH:12][CH2:13][C:14]2[CH:19]=[CH:18][C:17]([O:20][CH3:21])=[CH:16][CH:15]=2)=[C:5]([C:3]([OH:4])=[O:2])[CH:9]=1, predict the reactants needed to synthesize it. The reactants are: C[O:2][C:3]([C:5]1[CH:9]=[C:8]([Br:10])[O:7][C:6]=1[CH2:11][NH:12][CH2:13][C:14]1[CH:19]=[CH:18][C:17]([O:20][CH3:21])=[CH:16][CH:15]=1)=[O:4].[Li+].[OH-].C1COCC1.